From a dataset of Full USPTO retrosynthesis dataset with 1.9M reactions from patents (1976-2016). Predict the reactants needed to synthesize the given product. (1) The reactants are: [S:1]1[CH:5]=[CH:4][C:3]2[CH:6]([NH2:9])[CH2:7][CH2:8][C:2]1=2.[C:10]1([C:16](Cl)([C:23]2[CH:28]=[CH:27][CH:26]=[CH:25][CH:24]=2)[C:17]2[CH:22]=[CH:21][CH:20]=[CH:19][CH:18]=2)[CH:15]=[CH:14][CH:13]=[CH:12][CH:11]=1.C(N(CC)CC)C. Given the product [S:1]1[CH:5]=[CH:4][C:3]2[CH:6]([NH:9][C:16]([C:10]3[CH:15]=[CH:14][CH:13]=[CH:12][CH:11]=3)([C:23]3[CH:24]=[CH:25][CH:26]=[CH:27][CH:28]=3)[C:17]3[CH:18]=[CH:19][CH:20]=[CH:21][CH:22]=3)[CH2:7][CH2:8][C:2]1=2, predict the reactants needed to synthesize it. (2) Given the product [Br:1][C:2]1[N:7]=[CH:6][C:5]2[C:8]([N:18]3[CH2:19][CH2:20][N:16]([CH3:15])[C:17]3=[O:21])=[N:9][N:10]([CH:11]([CH3:13])[CH3:12])[C:4]=2[CH:3]=1, predict the reactants needed to synthesize it. The reactants are: [Br:1][C:2]1[N:7]=[CH:6][C:5]2[C:8](I)=[N:9][N:10]([CH:11]([CH3:13])[CH3:12])[C:4]=2[CH:3]=1.[CH3:15][N:16]1[CH2:20][CH2:19][NH:18][C:17]1=[O:21].C1(P(C2C=CC=CC=2)C2C3OC4C(=CC=CC=4P(C4C=CC=CC=4)C4C=CC=CC=4)C(C)(C)C=3C=CC=2)C=CC=CC=1.C(=O)([O-])[O-].[Cs+].[Cs+]. (3) Given the product [N:20]1[CH:21]=[CH:22][CH:23]=[C:18]([C:10]2[CH:11]=[C:12]([C:14]([F:17])([F:16])[F:15])[N:8]([C:5]3[CH:4]=[CH:3][C:2]([NH2:31])=[N:7][CH:6]=3)[N:9]=2)[CH:19]=1, predict the reactants needed to synthesize it. The reactants are: F[C:2]1[N:7]=[CH:6][C:5]([N:8]2[C:12]([C:14]([F:17])([F:16])[F:15])(O)[CH2:11][C:10]([C:18]3[CH:19]=[N:20][CH:21]=[CH:22][CH:23]=3)=[N:9]2)=[CH:4][CH:3]=1.O1CCOCC1.[OH-].[NH4+:31]. (4) Given the product [OH:15][C:16]1[C:25]([O:26][CH3:27])=[CH:24][C:23]2[N:22]=[CH:21][C:20]3[N:28]([CH3:39])[N:29]=[C:30]([C:31]4[CH:38]=[CH:37][C:34]([C:35]#[N:36])=[CH:33][CH:32]=4)[C:19]=3[C:18]=2[CH:17]=1, predict the reactants needed to synthesize it. The reactants are: B(Br)(Br)Br.ClCCl.C([O:15][C:16]1[C:25]([O:26][CH3:27])=[CH:24][C:23]2[N:22]=[CH:21][C:20]3[N:28]([CH3:39])[N:29]=[C:30]([C:31]4[CH:38]=[CH:37][C:34]([C:35]#[N:36])=[CH:33][CH:32]=4)[C:19]=3[C:18]=2[CH:17]=1)C1C=CC=CC=1.O. (5) The reactants are: [Cl:1][C:2]1[CH:3]=[C:4]2[C:9](=[CH:10][C:11]=1[O:12]C)[NH:8][C:7](=[O:14])[C:6]([CH:15]=[O:16])=[CH:5]2.O. Given the product [Cl:1][C:2]1[CH:3]=[C:4]2[C:9](=[CH:10][C:11]=1[OH:12])[NH:8][C:7](=[O:14])[C:6]([CH:15]=[O:16])=[CH:5]2, predict the reactants needed to synthesize it. (6) Given the product [CH2:12]([O:11][C:9](=[O:10])[C:2]#[C:1][CH:3]1[CH2:7][CH2:6][CH2:5][CH2:4]1)[CH3:13], predict the reactants needed to synthesize it. The reactants are: [C:1]([CH:3]1[CH2:7][CH2:6][CH2:5][CH2:4]1)#[CH:2].Cl[C:9]([O:11][CH2:12][CH3:13])=[O:10]. (7) Given the product [CH2:1]([O:8][C:9]([N:11]1[CH2:16][C@H:15]([O:17][CH2:18][C:19]2[CH:20]=[CH:21][C:22]3[O:27][CH2:26][CH2:25][N:24]([CH2:28][CH2:29][CH2:30][O:31][CH3:32])[C:23]=3[CH:33]=2)[C@@H:14]([C:34]2[CH:39]=[CH:38][C:37]([O:40][CH3:41])=[CH:36][CH:35]=2)[CH2:13][C@H:12]1[C:42](=[O:43])[NH:55][CH2:54][C:53]1[CH:52]=[C:51]([C:45]2[CH:46]=[CH:47][CH:48]=[CH:49][CH:50]=2)[CH:58]=[CH:57][CH:56]=1)=[O:10])[C:2]1[CH:7]=[CH:6][CH:5]=[CH:4][CH:3]=1, predict the reactants needed to synthesize it. The reactants are: [CH2:1]([O:8][C:9]([N:11]1[CH2:16][C@H:15]([O:17][CH2:18][C:19]2[CH:20]=[CH:21][C:22]3[O:27][CH2:26][CH2:25][N:24]([CH2:28][CH2:29][CH2:30][O:31][CH3:32])[C:23]=3[CH:33]=2)[C@@H:14]([C:34]2[CH:39]=[CH:38][C:37]([O:40][CH3:41])=[CH:36][CH:35]=2)[CH2:13][C@H:12]1[C:42](O)=[O:43])=[O:10])[C:2]1[CH:7]=[CH:6][CH:5]=[CH:4][CH:3]=1.[C:45]1([C:51]2[CH:52]=[C:53]([CH:56]=[CH:57][CH:58]=2)[CH2:54][NH2:55])[CH:50]=[CH:49][CH:48]=[CH:47][CH:46]=1. (8) Given the product [C:1]([O:5][C:6]([N:8]1[CH2:12][CH:11]2[C:10]([C:15]3[CH:20]=[CH:19][CH:18]=[CH:17][CH:16]=3)([N:21]=[C:22]([NH:23][C:24](=[O:31])[C:25]3[CH:26]=[CH:27][CH:28]=[CH:29][CH:30]=3)[S:32][CH2:13]2)[CH2:9]1)=[O:7])([CH3:2])([CH3:4])[CH3:3], predict the reactants needed to synthesize it. The reactants are: [C:1]([O:5][C:6]([N:8]1[CH2:12][CH:11]([CH2:13]O)[C:10]([NH:21][C:22](=[S:32])[NH:23][C:24](=[O:31])[C:25]2[CH:30]=[CH:29][CH:28]=[CH:27][CH:26]=2)([C:15]2[CH:20]=[CH:19][CH:18]=[CH:17][CH:16]=2)[CH2:9]1)=[O:7])([CH3:4])([CH3:3])[CH3:2].ClC(N(C)C)=C(C)C.C(=O)(O)[O-].[Na+].